Dataset: Forward reaction prediction with 1.9M reactions from USPTO patents (1976-2016). Task: Predict the product of the given reaction. Given the reactants [CH3:1][N:2]1[CH:6]=[C:5]([C:7]2[N:12]=[C:11]([C:13]3[CH:14]=[N:15][NH:16][CH:17]=3)[N:10]3[CH:18]=[CH:19][N:20]=[C:9]3[CH:8]=2)[CH:4]=[N:3]1.[CH:21]1(C(C)=CC#N)C[CH2:22]1.C1CCN2C(=NCCC2)CC1, predict the reaction product. The product is: [CH2:21]([N:15]1[CH:14]=[C:13]([C:11]2[N:10]3[CH:18]=[CH:19][N:20]=[C:9]3[CH:8]=[C:7]([C:5]3[CH:4]=[N:3][N:2]([CH3:1])[CH:6]=3)[N:12]=2)[CH:17]=[N:16]1)[CH3:22].